From a dataset of Reaction yield outcomes from USPTO patents with 853,638 reactions. Predict the reaction yield, written as a fraction of the theoretical maximum amount of product (1.0 means a 100% yield; for example, 0.34 means a 34% yield). (1) The reactants are F[C:2]1[CH:7]=[CH:6][C:5]([C:8]2[CH:9]=[N:10][C:11]([N:14]3[CH2:19][CH2:18][N:17]([S:20]([CH2:23][C@H:24]([CH:29]([CH3:31])[CH3:30])[C:25]([NH:27][OH:28])=[O:26])(=[O:22])=[O:21])[CH2:16][CH2:15]3)=[N:12][CH:13]=2)=[CH:4][CH:3]=1.CC(C)[C@@H](CS(N1CCN(C2N=CC(C3C=CC([C:60]([F:63])([F:62])[F:61])=CC=3)=CN=2)CC1)(=O)=O)C(O)=O. No catalyst specified. The product is [F:61][C:60]([F:63])([F:62])[C:2]1[CH:3]=[CH:4][C:5]([C:8]2[CH:13]=[N:12][C:11]([N:14]3[CH2:15][CH2:16][N:17]([S:20]([CH2:23][C@H:24]([CH:29]([CH3:31])[CH3:30])[C:25]([NH:27][OH:28])=[O:26])(=[O:21])=[O:22])[CH2:18][CH2:19]3)=[N:10][CH:9]=2)=[CH:6][CH:7]=1. The yield is 0.350. (2) The reactants are [CH3:1][O:2][C@H:3]([CH3:7])[C:4]([OH:6])=O.[Cl:8][C:9]1[CH:10]=[C:11]([NH:23][C:24]2[C:33]3[C:28](=[CH:29][CH:30]=[CH:31][C:32]=3[O:34][C@H:35]([CH3:39])[CH2:36][NH:37][CH3:38])[N:27]=[CH:26][N:25]=2)[CH:12]=[CH:13][C:14]=1[O:15][CH2:16][C:17]1[CH:22]=[CH:21][CH:20]=[CH:19][N:18]=1. No catalyst specified. The product is [Cl:8][C:9]1[CH:10]=[C:11]([NH:23][C:24]2[C:33]3[C:28](=[CH:29][CH:30]=[CH:31][C:32]=3[O:34][C@H:35]([CH3:39])[CH2:36][N:37]([CH3:38])[C:4](=[O:6])[C@H:3]([O:2][CH3:1])[CH3:7])[N:27]=[CH:26][N:25]=2)[CH:12]=[CH:13][C:14]=1[O:15][CH2:16][C:17]1[CH:22]=[CH:21][CH:20]=[CH:19][N:18]=1. The yield is 0.440. (3) The reactants are [N+:1]([C:4]1[CH:9]=[CH:8][CH:7]=[CH:6][C:5]=1[S:10](Cl)(=[O:12])=[O:11])([O-:3])=[O:2].[NH2:14][CH2:15][CH2:16][N:17]([CH3:25])[C:18](=[O:24])[O:19][C:20]([CH3:23])([CH3:22])[CH3:21].C(N(CC)CC)C. The catalyst is ClCCl.O. The product is [CH3:25][N:17]([CH2:16][CH2:15][NH:14][S:10]([C:5]1[CH:6]=[CH:7][CH:8]=[CH:9][C:4]=1[N+:1]([O-:3])=[O:2])(=[O:12])=[O:11])[C:18](=[O:24])[O:19][C:20]([CH3:23])([CH3:21])[CH3:22]. The yield is 0.700. (4) The reactants are [CH:1]1([O:5][C:6]2[CH:7]=[C:8]([F:16])[C:9]([F:15])=[C:10]([CH:14]=2)C(O)=O)[CH2:4][CH2:3][CH2:2]1.C([N:19]([CH2:22]C)CC)C.C1(P(N=[N+]=[N-])(C2C=CC=CC=2)=[O:31])C=CC=CC=1.[C:41]([OH:45])([CH3:44])([CH3:43])[CH3:42]. No catalyst specified. The product is [CH:1]1([O:5][C:6]2[CH:7]=[C:8]([F:16])[C:9]([F:15])=[C:10]([NH:19][C:22](=[O:31])[O:45][C:41]([CH3:44])([CH3:43])[CH3:42])[CH:14]=2)[CH2:2][CH2:3][CH2:4]1. The yield is 0.760.